This data is from Full USPTO retrosynthesis dataset with 1.9M reactions from patents (1976-2016). The task is: Predict the reactants needed to synthesize the given product. (1) Given the product [F:22][C:23]1[CH:24]=[CH:25][C:26]([CH2:29][CH2:30][N:31]2[CH2:36][CH2:35][N:34]([C:2]3[CH:7]=[CH:6][C:5]4[C:8]5[CH2:9][N:10]([C:15]([O:17][C:18]([CH3:21])([CH3:20])[CH3:19])=[O:16])[CH2:11][CH2:12][C:13]=5[O:14][C:4]=4[CH:3]=3)[C:33](=[O:37])[CH2:32]2)=[N:27][CH:28]=1, predict the reactants needed to synthesize it. The reactants are: Br[C:2]1[CH:7]=[CH:6][C:5]2[C:8]3[CH2:9][N:10]([C:15]([O:17][C:18]([CH3:21])([CH3:20])[CH3:19])=[O:16])[CH2:11][CH2:12][C:13]=3[O:14][C:4]=2[CH:3]=1.[F:22][C:23]1[CH:24]=[CH:25][C:26]([CH2:29][CH2:30][N:31]2[CH2:36][CH2:35][NH:34][C:33](=[O:37])[CH2:32]2)=[N:27][CH:28]=1. (2) Given the product [C:27]([S:29][CH:16]1[CH2:17][CH2:18][N:13]([CH:5]([C:6]2[CH:11]=[CH:10][CH:9]=[CH:8][C:7]=2[F:12])[C:4]([CH:1]2[CH2:3][CH2:2]2)=[O:26])[CH2:14]/[C:15]/1=[CH:20]\[C:21]1[O:22][CH:23]=[CH:24][CH:25]=1)(=[O:30])[CH3:28], predict the reactants needed to synthesize it. The reactants are: [CH:1]1([C:4](=[O:26])[CH:5]([N:13]2[CH2:18][CH2:17][CH:16](O)/[C:15](=[CH:20]/[C:21]3[O:22][CH:23]=[CH:24][CH:25]=3)/[CH2:14]2)[C:6]2[CH:11]=[CH:10][CH:9]=[CH:8][C:7]=2[F:12])[CH2:3][CH2:2]1.[C:27]([OH:30])(=[S:29])[CH3:28].C(OC(OCC(C)(C)C)N(C)C)C(C)(C)C.C(=O)([O-])O.[Na+]. (3) Given the product [CH3:40][O:41][C:25]1[CH:24]=[CH:23][C:4]([O:5][CH:6]2[CH2:11][CH2:10][N:9]([S:12]([C:15]3[C:16]([CH3:22])=[N:17][N:18]([CH3:21])[C:19]=3[CH3:20])(=[O:14])=[O:13])[CH2:8][CH2:7]2)=[CH:3][CH:2]=1, predict the reactants needed to synthesize it. The reactants are: Cl[C:2]1[CH:3]=[C:4]([CH:23]=[CH:24][C:25]=1Cl)[O:5][CH:6]1[CH2:11][CH2:10][N:9]([S:12]([C:15]2[C:16]([CH3:22])=[N:17][N:18]([CH3:21])[C:19]=2[CH3:20])(=[O:14])=[O:13])[CH2:8][CH2:7]1.CN1C(C)=C(S(Cl)(=O)=O)C(C)=N1.Cl.[CH3:40][O:41]C1C=CC(OC2CCNCC2)=CC=1. (4) Given the product [CH2:1]([O:8][C:9]1[C:10]([C:35]2[CH:36]=[CH:37][C:38]([F:41])=[CH:39][CH:40]=2)=[CH:11][C:12]([CH2:33][CH3:34])=[C:13]([CH:32]=1)[O:14][CH2:15][CH2:16][CH2:17][O:18][C:19]1[C:20]([CH2:29][CH2:30][CH3:31])=[C:21]([CH:26]=[CH:27][CH:28]=1)[C:22]([OH:24])=[O:23])[C:2]1[CH:3]=[CH:4][CH:5]=[CH:6][CH:7]=1, predict the reactants needed to synthesize it. The reactants are: [CH2:1]([O:8][C:9]1[C:10]([C:35]2[CH:40]=[CH:39][C:38]([F:41])=[CH:37][CH:36]=2)=[CH:11][C:12]([CH2:33][CH3:34])=[C:13]([CH:32]=1)[O:14][CH2:15][CH2:16][CH2:17][O:18][C:19]1[C:20]([CH2:29][CH2:30][CH3:31])=[C:21]([CH:26]=[CH:27][CH:28]=1)[C:22]([O:24]C)=[O:23])[C:2]1[CH:7]=[CH:6][CH:5]=[CH:4][CH:3]=1.[OH-].[K+].Cl. (5) Given the product [N+:1]([CH2:3][C:4]([N:8]1[CH2:12][CH:11]=[CH:10][CH2:9]1)=[O:6])#[C-:2], predict the reactants needed to synthesize it. The reactants are: [N+:1]([CH2:3][C:4]([O:6]C)=O)#[C-:2].[NH:8]1[CH:12]=[CH:11][CH2:10][CH2:9]1. (6) The reactants are: [F:1][C:2]([F:42])([F:41])[C:3]1[CH:4]=[C:5]([CH:34]=[C:35]([C:37]([F:40])([F:39])[F:38])[CH:36]=1)[CH2:6][C:7]1[C:12]([N:13]2[CH2:18][CH2:17][O:16][CH2:15][CH2:14]2)=[CH:11][N:10]=[C:9]([NH:19][C@@H:20]2[C:29]3[C:24](=[CH:25][CH:26]=[C:27]([O:30][CH3:31])[N:28]=3)[NH:23][C@H:22]([CH2:32][CH3:33])[CH2:21]2)[N:8]=1.C(N([CH2:48][CH3:49])CC)C.ClC(Cl)([O:53][C:54](=O)[O:55]C(Cl)(Cl)Cl)Cl.[OH2:62]. Given the product [OH:62][CH2:48][CH2:49][O:55][C:54]([N:23]1[C:24]2[C:29](=[N:28][C:27]([O:30][CH3:31])=[CH:26][CH:25]=2)[C@@H:20]([NH:19][C:9]2[N:8]=[C:7]([CH2:6][C:5]3[CH:4]=[C:3]([C:2]([F:1])([F:41])[F:42])[CH:36]=[C:35]([C:37]([F:38])([F:39])[F:40])[CH:34]=3)[C:12]([N:13]3[CH2:14][CH2:15][O:16][CH2:17][CH2:18]3)=[CH:11][N:10]=2)[CH2:21][C@H:22]1[CH2:32][CH3:33])=[O:53], predict the reactants needed to synthesize it. (7) The reactants are: [Br:1][C:2]1[CH:7]=[CH:6][C:5]([S:8](Cl)(=[O:10])=[O:9])=[C:4]([C:12]([F:15])([F:14])[F:13])[CH:3]=1.[CH2:16]([NH2:18])[CH3:17]. Given the product [Br:1][C:2]1[CH:7]=[CH:6][C:5]([S:8]([NH:18][CH2:16][CH3:17])(=[O:10])=[O:9])=[C:4]([C:12]([F:15])([F:14])[F:13])[CH:3]=1, predict the reactants needed to synthesize it. (8) Given the product [CH3:1][C:2]1[C:3]([CH2:9][CH2:10][CH3:11])=[CH:4][C:5](=[O:8])[NH:6][N:7]=1, predict the reactants needed to synthesize it. The reactants are: [CH3:1][C:2]1[CH:3]([CH2:9][CH2:10][CH3:11])[CH2:4][C:5](=[O:8])[NH:6][N:7]=1.BrBr. (9) Given the product [Cl:1][C:2]1[N:7]2[N:8]=[C:9]([C:13]3[CH:18]=[CH:17][C:16]([O:19][CH3:20])=[CH:15][CH:14]=3)[C:10]([CH:11]([OH:12])[C:21]#[CH:22])=[C:6]2[CH:5]=[CH:4][CH:3]=1, predict the reactants needed to synthesize it. The reactants are: [Cl:1][C:2]1[N:7]2[N:8]=[C:9]([C:13]3[CH:18]=[CH:17][C:16]([O:19][CH3:20])=[CH:15][CH:14]=3)[C:10]([CH:11]=[O:12])=[C:6]2[CH:5]=[CH:4][CH:3]=1.[C:21]([Mg]Br)#[CH:22].